Dataset: Full USPTO retrosynthesis dataset with 1.9M reactions from patents (1976-2016). Task: Predict the reactants needed to synthesize the given product. Given the product [NH2:33][C:2]1[C:7]2[CH:8]=[C:9]([C:11]3[CH:16]=[CH:15][CH:14]=[CH:13][CH:12]=3)[S:10][C:6]=2[C:5]([C:17](=[O:19])[CH3:18])=[CH:4][N:3]=1, predict the reactants needed to synthesize it. The reactants are: Cl[C:2]1[C:7]2[CH:8]=[C:9]([C:11]3[CH:16]=[CH:15][CH:14]=[CH:13][CH:12]=3)[S:10][C:6]=2[C:5]([C:17](=[O:19])[CH3:18])=[CH:4][N:3]=1.C(=O)([O-])[O-].[K+].[K+].COC1C=CC(C[NH2:33])=CC=1.ClCCl.